From a dataset of Forward reaction prediction with 1.9M reactions from USPTO patents (1976-2016). Predict the product of the given reaction. (1) Given the reactants C(Cl)(=O)C(Cl)=O.[Br:7][C:8]1[CH:13]=[CH:12][C:11]([CH2:14][CH2:15][C:16]([CH3:24])([S:20]([CH3:23])(=[O:22])=[O:21])[C:17](O)=[O:18])=[CH:10][CH:9]=1.CN(C=O)C.[Si]([O:34][NH2:35])(C)(C)C, predict the reaction product. The product is: [Br:7][C:8]1[CH:13]=[CH:12][C:11]([CH2:14][CH2:15][C:16]([CH3:24])([S:20]([CH3:23])(=[O:22])=[O:21])[C:17]([NH:35][OH:34])=[O:18])=[CH:10][CH:9]=1. (2) Given the reactants [N:1]1[C:9]2[C:4](=[N:5][CH:6]=[CH:7][CH:8]=2)[S:3][C:2]=1[C:10]1[CH:16]=[CH:15][CH:14]=[CH:13][C:11]=1[NH2:12].CCN(C(C)C)C(C)C.[Cl:26][C:27]1[N:32]=[CH:31][N:30]=[C:29]([C:33](Cl)=[O:34])[CH:28]=1.CO, predict the reaction product. The product is: [Cl:26][C:27]1[N:32]=[CH:31][N:30]=[C:29]([C:33]([NH:12][C:11]2[CH:13]=[CH:14][CH:15]=[CH:16][C:10]=2[C:2]2[S:3][C:4]3[C:9]([N:1]=2)=[CH:8][CH:7]=[CH:6][N:5]=3)=[O:34])[CH:28]=1. (3) Given the reactants CN1C(=O)CCC1.[CH2:8]([O:10][C:11]1[N:12]=[CH:13][C:14]([NH:17][C:18](=[O:22])[O:19][CH2:20][CH3:21])=[N:15][CH:16]=1)[CH3:9].CC(C)([O-])C.[K+].[CH3:29][C@:30]1([CH2:38][N:39]2[C:43]3[CH:44]=[C:45]([C:48]#[N:49])[CH:46]=[CH:47][C:42]=3[N:41]=[CH:40]2)[CH2:37]CC[C@:32]2(O[CH2:33]2)[CH2:31]1, predict the reaction product. The product is: [CH2:8]([O:10][C:11]1[N:12]=[CH:13][C:14]([N:17]2[CH2:21][C@@:20]3([CH2:33][CH2:32][CH2:31][C@@:30]([CH2:38][N:39]4[C:43]5[CH:44]=[C:45]([C:48]#[N:49])[CH:46]=[CH:47][C:42]=5[N:41]=[CH:40]4)([CH3:29])[CH2:37]3)[O:19][C:18]2=[O:22])=[N:15][CH:16]=1)[CH3:9]. (4) Given the reactants [C:1](OC)([O:5][CH3:6])([O:3]C)[CH3:2].[C:9]1([CH:15](O)[C:16]([CH3:18])=[CH2:17])[CH:14]=[CH:13][CH:12]=[CH:11][CH:10]=1.C(O)(=O)CC, predict the reaction product. The product is: [CH3:17]/[C:16](=[CH:15]\[C:9]1[CH:14]=[CH:13][CH:12]=[CH:11][CH:10]=1)/[CH2:18][CH2:2][C:1]([O:5][CH3:6])=[O:3]. (5) Given the reactants [Br:1][C:2]1[CH:7]=[CH:6][CH:5]=[C:4]([C:8]#[C:9][CH2:10][CH2:11][F:12])[CH:3]=1.CO.[OH:15]S(O)(=O)=O, predict the reaction product. The product is: [Br:1][C:2]1[CH:3]=[C:4]([C:8](=[O:15])[CH2:9][CH2:10][CH2:11][F:12])[CH:5]=[CH:6][CH:7]=1.